This data is from Reaction yield outcomes from USPTO patents with 853,638 reactions. The task is: Predict the reaction yield, written as a fraction of the theoretical maximum amount of product (1.0 means a 100% yield; for example, 0.34 means a 34% yield). The reactants are [C:1]([O:5][C:6]([NH:8][C@@H:9]([CH2:13][CH:14]=[CH2:15])[C:10]([OH:12])=O)=[O:7])([CH3:4])([CH3:3])[CH3:2].[CH2:16]([NH:19][C:20]1[CH:25]=[CH:24][CH:23]=[CH:22][CH:21]=1)[CH:17]=[CH2:18].CCN(C(C)C)C(C)C. The catalyst is CCOC(C)=O. The product is [CH2:16]([N:19]([C:20]1[CH:25]=[CH:24][CH:23]=[CH:22][CH:21]=1)[C:10](=[O:12])[C@@H:9]([NH:8][C:6](=[O:7])[O:5][C:1]([CH3:2])([CH3:3])[CH3:4])[CH2:13][CH:14]=[CH2:15])[CH:17]=[CH2:18]. The yield is 0.552.